Dataset: Catalyst prediction with 721,799 reactions and 888 catalyst types from USPTO. Task: Predict which catalyst facilitates the given reaction. Reactant: [NH2:1][C:2]1[N:7]=[CH:6][C:5]([C:8]2[CH:9]=[C:10]3[C:15](=[C:16]([NH:18][C:19]([CH3:22])([CH3:21])[CH3:20])[N:17]=2)[C:14](=[O:23])[N:13]([CH:24]2[CH2:27][O:26][CH2:25]2)[CH:12]=[CH:11]3)=[CH:4][N:3]=1.[Li+].[OH-].CC([OH:33])C. Product: [NH2:1][C:2]1[N:3]=[CH:4][C:5]([C:8]2[CH:9]=[C:10]3[C:15](=[C:16]([NH:18][C:19]([CH3:22])([CH3:21])[CH3:20])[N:17]=2)[C:14](=[O:23])[N:13]([CH:24]([CH2:25][OH:33])[CH2:27][OH:26])[CH:12]=[CH:11]3)=[CH:6][N:7]=1. The catalyst class is: 6.